This data is from Full USPTO retrosynthesis dataset with 1.9M reactions from patents (1976-2016). The task is: Predict the reactants needed to synthesize the given product. (1) Given the product [C:27]([C:26]1[CH:29]=[CH:30][C:23]([CH:20]2[CH2:21][CH2:22][N:17]([C:15]([C:14]3[CH:31]=[CH:32][C:33]([CH3:34])=[C:12]([NH:3][S:2]([C:6]4[CH:7]=[CH:8][CH:9]=[CH:10][C:5]=4[C:4]([NH:41][CH2:40][C:39]4[CH:42]=[CH:43][C:44]([O:46][CH3:47])=[CH:45][C:38]=4[O:37][CH3:36])=[O:11])(=[O:35])=[O:1])[CH:13]=3)=[O:16])[CH2:18][CH2:19]2)=[CH:24][CH:25]=1)#[N:28], predict the reactants needed to synthesize it. The reactants are: [O:1]=[S:2]1(=[O:35])[C:6]2[CH:7]=[CH:8][CH:9]=[CH:10][C:5]=2[C:4](=[O:11])[N:3]1[C:12]1[CH:13]=[C:14]([CH:31]=[CH:32][C:33]=1[CH3:34])[C:15]([N:17]1[CH2:22][CH2:21][CH:20]([C:23]2[CH:30]=[CH:29][C:26]([C:27]#[N:28])=[CH:25][CH:24]=2)[CH2:19][CH2:18]1)=[O:16].[CH3:36][O:37][C:38]1[CH:45]=[C:44]([O:46][CH3:47])[CH:43]=[CH:42][C:39]=1[CH2:40][NH2:41]. (2) Given the product [CH3:1][O:2][C:3]1[CH:4]=[C:5]([CH:11]2[CH2:12][CH2:13][N:14]([C:17]3[C:18]([CH3:37])=[C:19]([CH3:36])[C:20]4[O:24][C:23]([CH3:26])([CH3:25])[CH:22]([C:28]5[CH:33]=[CH:32][CH:31]=[CH:30][CH:29]=5)[C:21]=4[C:34]=3[CH3:35])[CH2:15][CH2:16]2)[CH:6]=[CH:7][C:8]=1[O:9][CH3:10], predict the reactants needed to synthesize it. The reactants are: [CH3:1][O:2][C:3]1[CH:4]=[C:5]([CH:11]2[CH2:16][CH2:15][N:14]([C:17]3[C:18]([CH3:37])=[C:19]([CH3:36])[C:20]4[O:24][C:23]([CH3:26])([CH3:25])[C:22]([C:28]5[CH:33]=[CH:32][CH:31]=[CH:30][CH:29]=5)(O)[C:21]=4[C:34]=3[CH3:35])[CH2:13][CH2:12]2)[CH:6]=[CH:7][C:8]=1[O:9][CH3:10]. (3) Given the product [OH:46][NH:45][C:4](=[O:3])[CH2:5][CH2:6][CH2:7][CH2:8][CH2:9][C:33]([C:25]1[NH:24][C:32]2[C:27]([CH:26]=1)=[CH:28][CH:29]=[CH:30][CH:31]=2)=[O:34], predict the reactants needed to synthesize it. The reactants are: C([O:3][C:4](=O)[CH2:5][CH2:6][CH2:7][CH2:8][CH2:9]I)C.C(OC(=O)CCCCCCI)C.[NH:24]1[C:32]2[C:27](=[CH:28][CH:29]=[CH:30][CH:31]=2)[CH:26]=[C:25]1[C:33](Cl)=[O:34].C(Cl)(=O)C1C=CC=CC=1.[NH2:45][OH:46].Cl. (4) Given the product [F:10][C:11]1[CH:16]=[C:15]([F:17])[CH:14]=[CH:13][C:12]=1[N:18]1[C:26](=[O:27])[C:25]2[C@@H:24]3[C:28]([CH3:30])([CH3:29])[C@@:21]([CH3:31])([CH2:22][CH2:23]3)[C:20]=2[N:19]1[CH2:2][CH2:3][C:4]1[CH:9]=[CH:8][CH:7]=[CH:6][CH:5]=1, predict the reactants needed to synthesize it. The reactants are: Br[CH2:2][CH2:3][C:4]1[CH:9]=[CH:8][CH:7]=[CH:6][CH:5]=1.[F:10][C:11]1[CH:16]=[C:15]([F:17])[CH:14]=[CH:13][C:12]=1[N:18]1[C:26](=[O:27])[C:25]2[C@@H:24]3[C:28]([CH3:30])([CH3:29])[C@@:21]([CH3:31])([CH2:22][CH2:23]3)[C:20]=2[NH:19]1. (5) Given the product [N:10]1([C:6]2[CH:5]=[C:4]([C:16]3[CH:21]=[CH:20][C:19]([CH3:22])=[CH:18][CH:17]=3)[C:6]3[C:5]4[C:26](=[CH:25][CH:29]=[CH:16][CH:4]=4)[CH2:27][C:2]=3[C:7]=2[C:8]#[N:9])[CH2:15][CH2:14][CH2:13][CH2:12][CH2:11]1, predict the reactants needed to synthesize it. The reactants are: O=[C:2]1[C:7]([C:8]#[N:9])=[C:6]([N:10]2[CH2:15][CH2:14][CH2:13][CH2:12][CH2:11]2)[CH:5]=[C:4]([C:16]2[CH:21]=[CH:20][C:19]([CH3:22])=[CH:18][CH:17]=2)O1.[H-].[Na+].[CH2:25]1[CH2:29]O[CH2:27][CH2:26]1. (6) Given the product [F:10][C:9]([F:12])([F:11])[O:8][C:4]1[CH:3]=[C:2]([C:34]#[C:33][CH2:32][OH:35])[CH:7]=[CH:6][CH:5]=1, predict the reactants needed to synthesize it. The reactants are: I[C:2]1[CH:7]=[CH:6][CH:5]=[C:4]([O:8][C:9]([F:12])([F:11])[F:10])[CH:3]=1.C1(P(C2C=CC=CC=2)C2C=CC=CC=2)C=CC=CC=1.[CH2:32]([OH:35])[C:33]#[CH:34].C(N(C(C)C)CC)(C)C. (7) Given the product [OH:13][C:3]1([C:1]#[C:2][C:22]([C:23]2[CH:24]=[N:25][C:26]([CH3:29])=[CH:27][CH:28]=2)=[O:30])[CH2:12][CH2:11][C:6]2([O:7][CH2:8][CH2:9][O:10]2)[CH2:5][CH2:4]1, predict the reactants needed to synthesize it. The reactants are: [C:1]([C:3]1([OH:13])[CH2:12][CH2:11][C:6]2([O:10][CH2:9][CH2:8][O:7]2)[CH2:5][CH2:4]1)#[CH:2].C([Li])CCC.CON(C)[C:22](=[O:30])[C:23]1[CH:28]=[CH:27][C:26]([CH3:29])=[N:25][CH:24]=1.[Cl-].[NH4+]. (8) The reactants are: [CH2:1]([O:8][C:9]([N:11]1[CH2:17][CH2:16][C:15](=[O:18])[N:14]([C@H:19]([C:30]([O:32][CH3:33])=[O:31])[CH2:20][CH2:21][O:22]CC2C=CC=CC=2)[CH2:13][CH2:12]1)=[O:10])[C:2]1[CH:7]=[CH:6][CH:5]=[CH:4][CH:3]=1.C1(C)C=CC=CC=1.B(Cl)(Cl)Cl. Given the product [CH2:1]([O:8][C:9]([N:11]1[CH2:17][CH2:16][C:15](=[O:18])[N:14]([C@H:19]([C:30]([O:32][CH3:33])=[O:31])[CH2:20][CH2:21][OH:22])[CH2:13][CH2:12]1)=[O:10])[C:2]1[CH:3]=[CH:4][CH:5]=[CH:6][CH:7]=1, predict the reactants needed to synthesize it. (9) Given the product [N:1]1([C:5]([C:7]2[CH:36]=[CH:35][C:10]([O:11][C:12]3[CH:17]=[C:16]([CH:15]=[C:14]([C:24]4[NH:28][C:27]([C:29]5[O:30][C:31]([CH3:34])=[N:32][N:33]=5)=[CH:26][CH:25]=4)[CH:13]=3)[O:18][C@@H:19]([CH3:23])[CH2:20][OH:21])=[C:9]([F:37])[CH:8]=2)=[O:6])[CH2:4][CH2:3][CH2:2]1, predict the reactants needed to synthesize it. The reactants are: [N:1]1([C:5]([C:7]2[CH:36]=[CH:35][C:10]([O:11][C:12]3[CH:13]=[C:14]([C:24]4[NH:28][C:27]([C:29]5[O:30][C:31]([CH3:34])=[N:32][N:33]=5)=[CH:26][CH:25]=4)[CH:15]=[C:16]([O:18][C@@H:19]([CH3:23])[CH2:20][O:21]C)[CH:17]=3)=[C:9]([F:37])[CH:8]=2)=[O:6])[CH2:4][CH2:3][CH2:2]1.B(Br)(Br)Br.ClCCl.C(=O)([O-])O.[Na+].